Dataset: Catalyst prediction with 721,799 reactions and 888 catalyst types from USPTO. Task: Predict which catalyst facilitates the given reaction. (1) Reactant: [N+:1]([C:4]1[CH:5]=[CH:6][C:7]([N:10]2[CH2:15][CH2:14][O:13][CH2:12][CH2:11]2)=[N:8][CH:9]=1)([O-])=O.O. Product: [O:13]1[CH2:14][CH2:15][N:10]([C:7]2[N:8]=[CH:9][C:4]([NH2:1])=[CH:5][CH:6]=2)[CH2:11][CH2:12]1. The catalyst class is: 446. (2) Reactant: [CH:1]1([N:5]2[CH2:11][CH2:10][CH2:9][N:8]([C:12]([C@@H:14]3[CH2:18][C@H:17]([O:19][C:20]4[CH:25]=[CH:24][C:23]([F:26])=[CH:22][CH:21]=4)[CH2:16][NH:15]3)=[O:13])[CH2:7][CH2:6]2)[CH2:4][CH2:3][CH2:2]1.CCN(CC)CC.[CH3:34][S:35](Cl)(=[O:37])=[O:36]. Product: [CH3:34][S:35]([N:15]1[CH2:16][C@@H:17]([O:19][C:20]2[CH:21]=[CH:22][C:23]([F:26])=[CH:24][CH:25]=2)[CH2:18][C@H:14]1[C:12]([N:8]1[CH2:9][CH2:10][CH2:11][N:5]([CH:1]2[CH2:2][CH2:3][CH2:4]2)[CH2:6][CH2:7]1)=[O:13])(=[O:37])=[O:36]. The catalyst class is: 1.